Dataset: M1 muscarinic receptor antagonist screen with 61,756 compounds. Task: Binary Classification. Given a drug SMILES string, predict its activity (active/inactive) in a high-throughput screening assay against a specified biological target. (1) The molecule is S(=O)(=O)(N1CCN(CC1)C(OCC)=O)c1ccc(cc1)C(=O)Nc1c(F)cc(F)cc1. The result is 0 (inactive). (2) The drug is Brc1c(nn(CC)c1)c1n(N)c(=O)c2c(n1)cccc2. The result is 0 (inactive). (3) The molecule is S(=O)(=O)(N1CCN(C1)\C(=N\S(=O)(=O)c1ccc(cc1)C)C)c1ccccc1. The result is 0 (inactive).